Dataset: Forward reaction prediction with 1.9M reactions from USPTO patents (1976-2016). Task: Predict the product of the given reaction. (1) The product is: [N:1]1([C:7]2[CH:13]=[CH:12][C:10]([NH:11][N:14]=[C:26]([C:27](=[O:29])[CH3:28])[C:23](=[O:25])[CH3:24])=[CH:9][CH:8]=2)[CH2:2][CH2:3][O:4][CH2:5][CH2:6]1. Given the reactants [N:1]1([C:7]2[CH:13]=[CH:12][C:10]([NH2:11])=[CH:9][CH:8]=2)[CH2:6][CH2:5][O:4][CH2:3][CH2:2]1.[N:14]([O-])=O.[Na+].C([O-])(=O)C.[Na+].[C:23]([CH2:26][C:27](=[O:29])[CH3:28])(=[O:25])[CH3:24], predict the reaction product. (2) Given the reactants [CH2:1]1[C:14]2[C:13]3[CH:12]=[CH:11][CH:10]=[CH:9][C:8]=3[NH:7][C:6]=2[CH:5]2[CH2:15][CH2:16][N:2]1[CH2:3][CH2:4]2.[I:17][C:18]1[CH:23]=[CH:22][C:21](I)=[CH:20][CH:19]=1.C([O-])(=O)C.[Cs+], predict the reaction product. The product is: [I:17][C:18]1[CH:23]=[CH:22][C:21]([N:7]2[C:8]3[CH:9]=[CH:10][CH:11]=[CH:12][C:13]=3[C:14]3[CH2:1][N:2]4[CH2:3][CH2:4][CH:5]([C:6]2=3)[CH2:15][CH2:16]4)=[CH:20][CH:19]=1. (3) Given the reactants [CH3:1][NH:2][C:3](=[O:25])[C:4]1[CH:9]=[C:8]([O:10][C:11]2[CH:12]=[C:13]3[C:18](=[CH:19][CH:20]=2)[N:17]=[C:16](S(C)(=O)=O)[N:15]=[CH:14]3)[CH:7]=[CH:6][N:5]=1.[CH:26]1([CH2:32][OH:33])[CH2:31][CH2:30][CH2:29][CH2:28][CH2:27]1, predict the reaction product. The product is: [CH:26]1([CH2:32][O:33][C:16]2[N:15]=[CH:14][C:13]3[C:18](=[CH:19][CH:20]=[C:11]([O:10][C:8]4[CH:7]=[CH:6][N:5]=[C:4]([C:3]([NH:2][CH3:1])=[O:25])[CH:9]=4)[CH:12]=3)[N:17]=2)[CH2:31][CH2:30][CH2:29][CH2:28][CH2:27]1.